Dataset: Drug-target binding data from BindingDB using Ki measurements. Task: Regression. Given a target protein amino acid sequence and a drug SMILES string, predict the binding affinity score between them. We predict pKi (pKi = -log10(Ki in M); higher means stronger inhibition). Dataset: bindingdb_ki. (1) The drug is COc1cc(C(F)F)ccc1O[C@@H]1O[C@H](CO)[C@@H](O)[C@H](O)[C@H]1O. The target protein sequence is MAMQLRSLLLCVLLLLLGFALADTNAAARIHPPVVCANLSRANFDTLVPGFVFGAATASYQVEGAANLDGRGPSIWDTFTHKHPEKIADGSNGDVAIDQYHRYKEDVAIMKDMGLESYRFSISWSRVLPNGTLSGGINKKGIEYYNNLINELLHNGIEPLVTLFHWDVPQTLEDEYGGFLSNRIVNDFEEYAELCFKKFGDRVKHWTTLNEPYTFSSHGYAKGTHAPGRCSAWYNQTCFGGDSATEPYLVTHNLLLAHAAAVKLYKTKYQAYQKGVIGITVVTPWFEPASEAKEDIDAVFRALDFIYGWFMDPLTRGDYPQSMRSLVGERLPNFTKKESKSLSGSFDYIGINYYSARYASASKNYSGHPSYLNDVNVDVKSELNGVPIGPQAASSWLYFYPKGLYDLLCYTKEKYNDPIIYITENGVDEFNQPNPKLSLCQLLDDSNRIYYYYHHLCYLQAAIKEGVKVKGYFAWSLLDNFEWDNGYTVRFGINYVDYDN.... The pKi is 4.2. (2) The compound is CC(N)C(C)CCN. The target protein (P09057) has sequence MGSFTKEEFDCHILDEGFTAKDILDQKINEVSSSDDKDAFYVADLGDVLKKHLRWLKALPRVTPFYAVKCNDSRAIVSTLAAIGTGFDCASKTEIQLVQGLGVPPERIIYANPCKQVSQIKYAASNGVQMMTFDSEIELMKVARAHPKAKLVLRIATDDSKAVCRLSVKFGATLKTSRLLLERAKELNIDVIGVSFHVGSGCTDPETFVQAVSDARCVFDMGTEVGFSMYLLDIGGGFPGSEDTKLKFEEITSVINPALDKYFPSDSGVRIIAEPGRYYVASAFTLAVNIIAKKTVWKEQTGSDDEDESNEQTLMYYVNDGVYGSFNCILYDHAHVKALLQKRPKPDEKYYSSSIWGPTCDGLDRIVERCSLPEMHVGDWMLFENMGAYTVAAASTFNGFQRPNIYYVMSRSMWQLMKQIQSHGFPPEVEEQDVGTLPMSCAQESGMDRHPAACASASINV. The pKi is 2.4. (3) The pKi is 2.1. The target protein (P12928) has sequence MSVQENTLPQQLWPWIFRSQKDLAKSALSGAPGGPAGYLRRASVAQLTQELGTAFFQQQQLPAAMADTFLEHLCLLDIDSQPVAARSTSIIATIGPASRSVDRLKEMIKAGMNIARLNFSHGSHEYHAESIANIREATESFATSPLSYRPVAIALDTKGPEIRTGVLQGGPESEVEIVKGSQVLVTVDPKFQTRGDAKTVWVDYHNITRVVAVGGRIYIDDGLISLVVQKIGPEGLVTEVEHGGILGSRKGVNLPNTEVDLPGLSEQDLLDLRFGVQHNVDIIFASFVRKASDVLAVRDALGPEGQNIKIISKIENHEGVKKFDEILEVSDGIMVARGDLGIEIPAEKVFLAQKMMIGRCNLAGKPVVCATQMLESMITKARPTRAETSDVANAVLDGADCIMLSGETAKGSFPVEAVMMQHAIAREAEAAVYHRQLFEELRRAAPLSRDPTEVTAIGAVEASFKCCAAAIIVLTKTGRSAQLLSQYRPRAAVIAVTRSA.... The compound is CO[C@@H]1[C@@H](COP(=O)(O)OP(=O)(O)O)O[C@@H](n2cnc3c(N)ncnc32)[C@@H]1O. (4) The compound is COc1cc(C)cc2oc3ccc(O)c(C(=O)O)c3c(=O)c12. The target protein sequence is MTIPRSQHMSTAVNSCTEAPASRSQWMLANLRHDVPASLVVFLVALPLSLGIAIASGAPIIAGVIAAVVGGIVAGAVGGSPVQVSGPAAGLTVVVAELIDELGWPMLCLMTIAAGALQIVFGLSRMARAALAIAPVVVHAMLAGIGITIALQQIHVLLGGTSHSSAWRNIVALPDGILHHELHEVIVGGTVIAILLMWSKLPAKVRIIPGPLVAIAGATVLALLPVLQTERIDLQGNFFDAIGLPKLAEMSPGGQPWSHEISAIALGVLTIALIASVESLLSAVGVDKLHHGPRTDFNREMVGQGSANVVSGLLGGLPITGVIVRSSANVAAGARTRMSTILHGVWILLFASLFTNLVELIPKAALAGLLIVIGAQLVKLAHIKLAWRTGNFVIYAITIVCVVFLNLLEGVAIGLVVAIVFLLVRVVRAPVEVKPVGGEQSKRWRVDIDGTLSFLLLPRLTTVLSKLPEGSEVTLNLNADYIDDSVSEAISDWRRAHETR.... The pKi is 4.9. (5) The drug is Nc1nccc2cc(CC(N)C(=O)O)ccc12. The target protein sequence is MKFLLVLALCAVVYAKHEAYIGWKSYYVGVATDAQAKALEPLIQKYELDFLSHPTKSREGVVLVKPQHQAGFVQDIEAGGITYRIHADDVKRQLEFDDQLIEMQRMSSFTRTAGRQLPYDNYQELEVIDEYLDYIGEKYPDVATVVNAAESFEGRPIKYIKISTTNFEDENKPVIFIDGGIHAREWISPPSVTWAIHKLVEDVTENDLLEKFDWILLPVVNPDGYKYTFTNERFWRKTRSTNNNPLSQICRGADGNRNFDFVWNSIGTSNSPCSDIYAGTSAFSEVETRVVRDILHEHLARMALYLTMHSFGSMILYPWGHDGSLSQNALGLHTVGVAMASVIQSNALPNFPPYTVGNSALVIGYYIAGSSEDYAHSIGVPLSYTYELPGLSSGWDGFHLPPQYIEQVCRETWEGIVVGARRAGDLFRK. The pKi is 4.0. (6) The compound is Nc1ncnc2nc(-c3ccc(N4CCOCC4)nc3)cc(-c3cccc(Br)c3)c12. The target protein (Q9QWS8) has sequence MPVMKGLLAPQNTFLDTIATRFDGTHSNFILANAQVAKGFPIVYCSDGFCELAGFARTEVMQKSCSCKFLFGVETNEQLMLQIEKSLEEKVEFKGEIMFYKKNGAPFWCLLDIVPIKNEKGDVVLFLASFKDITDTKVKITSEDKKEDRAKGRSRAGSHFDSARRRSRAVLYHISGHLQRREKNKLKINNNVFVDKPAFPEYKVSDAKKSKFILLHFSTFKAGWDWLILLATFYVAVTVPYNVCFIGNEDLSTTRSTTVSDIAVEILFIIDIILNFRTTYVSKSGQVIFEARSICIHYVTTWFIIDLIAALPFDLLYAFNVTVVSLVHLLKTVRLLRLLRLLQKLDRYSQHSTIVLTLLMSMFALLAHWMACIWYVIGKMEREDNSLLKWEVGWLHELGKRLESPYYGNNTLGGPSIRSAYIAALYFTLSSLTSVGFGNVSANTDAEKIFSICTMLIGALMHALVFGNVTAIIQRMYSRWSLYHTRTKDLKDFIRVHHLP.... The pKi is 5.0. (7) The compound is c1cncc(OC[C@@H]2CCN2)c1. The target protein (P03528) has sequence MDPRLREEVVRLIIALTSDNGASLSKGLESRVSALEKTSQIHSDTILRITQGLDDANKRIIALEQSRDDLVASVSDAQLAISRLESSIGALQTVVNGLDSSVTQLGARVGQLETGLAELRVDHDNLVARVDTAERNIGSLTTELSTLTLRVTSIQADFESRISTLERTAVTSAGAPLSIRNNRMTMGLNDGLTLSGNNLAIRLPGNTGLNIQNGGLQFRFNTDQFQIVNNNLTLKTTVFDSINSRIGATEQSYVASAVTPLRLNSSTKVLDMLIDSSTLEINSSGQLTVRSTSPNLRYPIADVSGGIGMSPNYRFRQSMWIGIVSYSGSGLNWRVQVNSDIFIVDDYIHICLPAFDGFSIADGGDLSLNFVTGLLPPLLTGDTEPAFHNDVVTYGAQTVAIGLSSGGAPQYMSKNLWVEQWQDGVLRLRVEGGGSITHSNSKWPAMTVSYPRSFT. The pKi is 5.0. (8) The small molecule is C[C@]12CC[C@H]3[C@@H](CC[C@H]4C[C@H](O)CC[C@@]43C)[C@@H]1CCC2=O. The target protein (P46720) has sequence MEETEKKIATQEGRLFSKMKVFLLSLTCACLTKSLSGVYMNSMLTQIERQFDISTSVAGLINGSFEIGNLFFIVFVSYFGTKLHRPVVIGIGCVIMGLGCLLMSLPHFFMGRYEYETTISPTGNLSSNSFLCMENRTQTLKPTQDPAECVKEMKSLMWICVMVGNIIRGIGETPIVPLGISYIEDFAKSENSPLYIGILEMGKVAGPIFGLLLGSYCAQIYVDIGSVNTDDLTITPSDTRWVGAWWIGFLVCAGVNILTSIPFFFLPKALPKKGQQENVAVTKDGKVEKYGGQAREENLGITKDFLTFMKRLFCNPIYMLFILTSVLQVNGFINKFTFLPKYLEQQYGKSTAEAIFLIGVYSLPPICLGYLIGGFIMKKFKITVKKAAYLAFCLSVFEYLLFLCHFMLTCDNAAVAGLTTSYKGVQHQLHVESKVLADCNTRCSCSTNTWDPVCGDNGVAYMSACLAGCKKFVGTGTNMVFQDCSCIQSLGNSSAVLGLC.... The pKi is 5.0.